Dataset: Peptide-MHC class II binding affinity with 134,281 pairs from IEDB. Task: Regression. Given a peptide amino acid sequence and an MHC pseudo amino acid sequence, predict their binding affinity value. This is MHC class II binding data. (1) The peptide sequence is VHAVKPVTEEPGMAK. The MHC is DRB1_0405 with pseudo-sequence DRB1_0405. The binding affinity (normalized) is 0.270. (2) The peptide sequence is AGQISVQPTFSVQRN. The MHC is DRB1_0701 with pseudo-sequence DRB1_0701. The binding affinity (normalized) is 0.476. (3) The peptide sequence is VIPEGWKADTSYESK. The MHC is DRB1_0901 with pseudo-sequence DRB1_0901. The binding affinity (normalized) is 0.257. (4) The peptide sequence is YDKFLAVVSTVLTGK. The MHC is DRB1_0701 with pseudo-sequence DRB1_0701. The binding affinity (normalized) is 0.746. (5) The peptide sequence is TRGPSLRTTTVSGKL. The MHC is DRB4_0101 with pseudo-sequence DRB4_0103. The binding affinity (normalized) is 0.383. (6) The peptide sequence is EKLQLKGTTYGVCSKAFK. The MHC is DRB5_0101 with pseudo-sequence DRB5_0101. The binding affinity (normalized) is 0.235.